Dataset: Forward reaction prediction with 1.9M reactions from USPTO patents (1976-2016). Task: Predict the product of the given reaction. (1) Given the reactants [CH3:1][N:2]([CH3:25])[C:3](=[O:24])[O:4][CH:5]1[CH2:12][CH:11]2[CH:7]([CH2:8][CH:9]([NH:13][CH2:14][C:15]([N:17]3[CH2:21][CH2:20][CH2:19][CH:18]3[C:22]#[N:23])=[O:16])[CH2:10]2)[CH2:6]1.[ClH:26], predict the reaction product. The product is: [ClH:26].[CH3:1][N:2]([CH3:25])[C:3](=[O:24])[O:4][CH:5]1[CH2:12][CH:11]2[CH:7]([CH2:8][CH:9]([NH:13][CH2:14][C:15]([N:17]3[CH2:21][CH2:20][CH2:19][CH:18]3[C:22]#[N:23])=[O:16])[CH2:10]2)[CH2:6]1. (2) Given the reactants [Cl:1][C:2]1[CH:3]=[CH:4][C:5]2[N:6]([C:8]([C:11]([C:13]3[CH:14]=[C:15]4[C:20](=[CH:21][C:22]=3[F:23])[N:19]=[CH:18][CH:17]=[CH:16]4)=[O:12])=[CH:9][N:10]=2)[N:7]=1.[CH3:24][Mg]Br.C(Cl)Cl.C([O-])(O)=O.[Na+], predict the reaction product. The product is: [Cl:1][C:2]1[CH:3]=[CH:4][C:5]2[N:6]([C:8]([C:11]([C:13]3[CH:14]=[C:15]4[C:20](=[CH:21][C:22]=3[F:23])[N:19]=[CH:18][CH:17]=[CH:16]4)([OH:12])[CH3:24])=[CH:9][N:10]=2)[N:7]=1. (3) Given the reactants [N:1]1([CH2:7][CH2:8][CH2:9][NH2:10])[CH2:6][CH2:5][O:4][CH2:3][CH2:2]1.[C:11](O[C:11]([O:13][C:14]([CH3:17])([CH3:16])[CH3:15])=[O:12])([O:13][C:14]([CH3:17])([CH3:16])[CH3:15])=[O:12].C(N(CC)C(C)C)(C)C, predict the reaction product. The product is: [N:1]1([CH2:7][CH2:8][CH2:9][NH:10][C:11](=[O:12])[O:13][C:14]([CH3:17])([CH3:16])[CH3:15])[CH2:6][CH2:5][O:4][CH2:3][CH2:2]1. (4) Given the reactants [C:1]([O:5][C:6](=[O:20])[NH:7][C:8]1[CH:13]=[C:12]([CH3:14])[C:11]([C:15]([F:18])([F:17])[F:16])=[CH:10][C:9]=1[NH2:19])([CH3:4])([CH3:3])[CH3:2].C([O:25][C:26](=O)[CH2:27][C:28](=[O:40])[C:29]1[CH:34]=[CH:33][CH:32]=[C:31]([N:35]2[CH:39]=[CH:38][CH:37]=[N:36]2)[CH:30]=1)(C)(C)C, predict the reaction product. The product is: [C:1]([O:5][C:6](=[O:20])[NH:7][C:8]1[CH:13]=[C:12]([CH3:14])[C:11]([C:15]([F:18])([F:17])[F:16])=[CH:10][C:9]=1[NH:19][C:26](=[O:25])[CH2:27][C:28](=[O:40])[C:29]1[CH:34]=[CH:33][CH:32]=[C:31]([N:35]2[CH:39]=[CH:38][CH:37]=[N:36]2)[CH:30]=1)([CH3:4])([CH3:2])[CH3:3]. (5) Given the reactants [N:1]1([CH2:6][CH2:7][N:8]2[C:16]3[C:11](=[C:12]([NH2:17])[CH:13]=[CH:14][CH:15]=3)[CH:10]=[N:9]2)[CH2:5][CH2:4][CH2:3][CH2:2]1.[O:18]([C:25]1[CH:30]=[CH:29][C:28]([CH2:31][CH2:32][C:33](O)=[O:34])=[CH:27][CH:26]=1)[C:19]1[CH:24]=[CH:23][CH:22]=[CH:21][CH:20]=1, predict the reaction product. The product is: [O:18]([C:25]1[CH:26]=[CH:27][C:28]([CH2:31][CH2:32][C:33]([NH:17][C:12]2[CH:13]=[CH:14][CH:15]=[C:16]3[C:11]=2[CH:10]=[N:9][N:8]3[CH2:7][CH2:6][N:1]2[CH2:5][CH2:4][CH2:3][CH2:2]2)=[O:34])=[CH:29][CH:30]=1)[C:19]1[CH:24]=[CH:23][CH:22]=[CH:21][CH:20]=1. (6) Given the reactants [CH3:1][C:2]1[S:3][C:4]([C:10]2[CH:15]=[CH:14][CH:13]=[CH:12][CH:11]=2)=[C:5]([C:7]([OH:9])=O)[N:6]=1.C(Cl)(=O)C(Cl)=O.[CH3:22][O:23][C:24]1[C:25]2[N:26]([CH:30]=[C:31]([CH2:33][C@@H:34]3[CH2:39][CH2:38][CH2:37][CH2:36][NH:35]3)[N:32]=2)[CH:27]=[CH:28][CH:29]=1, predict the reaction product. The product is: [CH3:22][O:23][C:24]1[C:25]2[N:26]([CH:30]=[C:31]([CH2:33][C@@H:34]3[CH2:39][CH2:38][CH2:37][CH2:36][N:35]3[C:7]([C:5]3[N:6]=[C:2]([CH3:1])[S:3][C:4]=3[C:10]3[CH:15]=[CH:14][CH:13]=[CH:12][CH:11]=3)=[O:9])[N:32]=2)[CH:27]=[CH:28][CH:29]=1. (7) Given the reactants [CH:1]1[CH:2]=[C:3]([CH2:6][NH:7][C:8]2[C:13]([C:14]3[N:18]=[N:17][NH:16][N:15]=3)=[CH:12][C:11]([S:19]([NH2:22])(=[O:21])=[O:20])=[C:10]([Cl:23])[CH:9]=2)[S:4][CH:5]=1.[C:24]([O:30][CH2:31]Cl)(=[O:29])[C:25]([CH3:28])([CH3:27])[CH3:26].C(N(CC)CC)C.[I-].[Na+], predict the reaction product. The product is: [C:25]([C:24]([O:30][CH2:31][N:15]1[C:14]([C:13]2[C:8]([NH:7][CH2:6][C:3]3[S:4][CH:5]=[CH:1][CH:2]=3)=[CH:9][C:10]([Cl:23])=[C:11]([S:19]([NH2:22])(=[O:21])=[O:20])[CH:12]=2)=[N:18][N:17]=[N:16]1)=[O:29])([CH3:28])([CH3:27])[CH3:26].